This data is from Full USPTO retrosynthesis dataset with 1.9M reactions from patents (1976-2016). The task is: Predict the reactants needed to synthesize the given product. (1) Given the product [CH3:25][O:26][C:27]1[CH:40]=[CH:39][CH:38]=[CH:37][C:28]=1[CH2:29][CH2:30][CH:31]1[CH2:36][CH2:35][NH:34][CH2:33][CH2:32]1, predict the reactants needed to synthesize it. The reactants are: N1C=CC(C)=CC=1.COC1C=CC=CC=1C=O.C(OC(=O)C)(=O)C.[CH3:25][O:26][C:27]1[CH:40]=[CH:39][CH:38]=[CH:37][C:28]=1/[CH:29]=[CH:30]/[C:31]1[CH:36]=[CH:35][N:34]=[CH:33][CH:32]=1.[H][H]. (2) Given the product [Cl:29][C:24]1[CH:23]=[C:22]([CH:27]=[CH:26][C:25]=1[O:7][CH2:6][CH:3]1[CH2:5][CH2:4]1)[CH2:21][C@H:17]1[O:18][CH2:19][CH2:20][NH:15][CH2:16]1, predict the reactants needed to synthesize it. The reactants are: [H-].[Na+].[CH:3]1([CH2:6][OH:7])[CH2:5][CH2:4]1.C([N:15]1[CH2:20][CH2:19][O:18][C@H:17]([CH2:21][C:22]2[CH:27]=[CH:26][C:25](F)=[C:24]([Cl:29])[CH:23]=2)[CH2:16]1)C1C=CC=CC=1.O. (3) Given the product [CH:7]([OH:8])=[O:6].[CH:44]1([N:47]([CH2:48][C:49]2[CH:54]=[CH:53][CH:52]=[C:51]([O:55][CH3:56])[CH:50]=2)[C:36]([C:15]2[C@@H:14]3[NH:9][C@H:10]([CH2:17][C:16]=2[C:18]2[CH:23]=[CH:22][C:21]([O:24][CH2:25][CH2:26][O:27][C:28]4[CH:33]=[C:32]([F:34])[CH:31]=[CH:30][C:29]=4[Cl:35])=[CH:20][CH:19]=2)[CH2:11][N:12]([C:39](=[O:41])[CH3:40])[CH2:13]3)=[O:37])[CH2:46][CH2:45]1, predict the reactants needed to synthesize it. The reactants are: ClC(Cl)(Cl)C([O:6][C:7]([N:9]1[CH:14]2[C:15]([C:36](O)=[O:37])=[C:16]([C:18]3[CH:23]=[CH:22][C:21]([O:24][CH2:25][CH2:26][O:27][C:28]4[CH:33]=[C:32]([F:34])[CH:31]=[CH:30][C:29]=4[Cl:35])=[CH:20][CH:19]=3)[CH2:17][CH:10]1[CH2:11][N:12]([C:39](=[O:41])[CH3:40])[CH2:13]2)=[O:8])(C)C.[CH:44]1([NH:47][CH2:48][C:49]2[CH:54]=[CH:53][CH:52]=[C:51]([O:55][CH3:56])[CH:50]=2)[CH2:46][CH2:45]1.